From a dataset of Cav3 T-type calcium channel HTS with 100,875 compounds. Binary Classification. Given a drug SMILES string, predict its activity (active/inactive) in a high-throughput screening assay against a specified biological target. The drug is Clc1c(c2n(N)c(SC)nn2)cccc1. The result is 0 (inactive).